This data is from Peptide-MHC class II binding affinity with 134,281 pairs from IEDB. The task is: Regression. Given a peptide amino acid sequence and an MHC pseudo amino acid sequence, predict their binding affinity value. This is MHC class II binding data. (1) The peptide sequence is LGASQRGVGVAQGGV. The MHC is HLA-DQA10501-DQB10303 with pseudo-sequence HLA-DQA10501-DQB10303. The binding affinity (normalized) is 0.484. (2) The peptide sequence is VRILRRVHHRKYLTD. The MHC is DRB4_0101 with pseudo-sequence DRB4_0103. The binding affinity (normalized) is 0.405.